Dataset: Full USPTO retrosynthesis dataset with 1.9M reactions from patents (1976-2016). Task: Predict the reactants needed to synthesize the given product. (1) Given the product [Cl:12][C:11]1[N:10]=[C:17]([O:8][CH2:7][C@H:5]2[CH2:4][CH2:3][C:2]([CH3:9])([CH3:1])[O:6]2)[N:16]=[C:14]([N:31]2[CH2:32][CH2:33][CH:34]([C:37]3[C:45]4[C:40](=[N:41][CH:42]=[CH:43][CH:44]=4)[NH:39][CH:38]=3)[CH2:35][CH2:36]2)[N:13]=1, predict the reactants needed to synthesize it. The reactants are: [CH3:1][C:2]1([CH3:9])[O:6][C@@H:5]([CH2:7][OH:8])[CH2:4][CH2:3]1.[N:10]1[C:17](Cl)=[N:16][C:14](Cl)=[N:13][C:11]=1[Cl:12].[Li+].C[Si]([N-][Si](C)(C)C)(C)C.Cl.Cl.[NH:31]1[CH2:36][CH2:35][CH:34]([C:37]2[C:45]3[C:40](=[N:41][CH:42]=[CH:43][CH:44]=3)[NH:39][CH:38]=2)[CH2:33][CH2:32]1.CCN(C(C)C)C(C)C. (2) Given the product [Cl:21][C:22]1[CH:29]=[C:28]([Cl:30])[CH:27]=[CH:26][C:23]=1[CH2:8][N:7]([CH2:9][C@H:13]1[CH2:31][CH2:10][N:11]([C:14]([O:16][C:17]([CH3:18])([CH3:19])[CH3:20])=[O:15])[CH2:12]1)[CH:4]1[CH2:3][CH2:2][O:1][CH2:6][CH2:5]1, predict the reactants needed to synthesize it. The reactants are: [O:1]1[CH2:6][CH2:5][CH:4]([N:7]([C@@H:9]2[CH2:13][CH2:12][N:11]([C:14]([O:16][C:17]([CH3:20])([CH3:19])[CH3:18])=[O:15])[CH2:10]2)[CH3:8])[CH2:3][CH2:2]1.[Cl:21][C:22]1[CH:29]=[C:28]([Cl:30])[CH:27]=[CH:26][C:23]=1C=O.[C:31](O[BH-](OC(=O)C)OC(=O)C)(=O)C.[Na+].O. (3) Given the product [C:1]1([C:7]2[N:11]3[CH:12]=[C:13]([C:20]([N:30]4[CH2:36][CH2:37][CH2:38][CH2:33][CH2:34]4)=[O:22])[C:14]4[C:19]([C:10]3=[CH:9][N:8]=2)=[CH:18][CH:17]=[CH:16][CH:15]=4)[CH:6]=[CH:5][CH:4]=[CH:3][CH:2]=1, predict the reactants needed to synthesize it. The reactants are: [C:1]1([C:7]2[N:11]3[CH:12]=[C:13]([C:20]([OH:22])=O)[C:14]4[C:19]([C:10]3=[CH:9][N:8]=2)=[CH:18][CH:17]=[CH:16][CH:15]=4)[CH:6]=[CH:5][CH:4]=[CH:3][CH:2]=1.F[P-](F)(F)(F)(F)F.[N:30]1(O[P+](N(C)C)(N(C)C)N(C)C)[C:34]2C=[CH:36][CH:37]=[CH:38][C:33]=2N=N1.N1CCCCC1.C([O-])(O)=O.[Na+]. (4) Given the product [Br:6][C:7]1[CH:8]=[C:9]([Cl:16])[C:10]([Cl:15])=[C:11]([CH2:13][O:14][Si:18]([C:21]([CH3:24])([CH3:23])[CH3:22])([CH3:20])[CH3:19])[CH:12]=1, predict the reactants needed to synthesize it. The reactants are: CN(C=O)C.[Br:6][C:7]1[CH:8]=[C:9]([Cl:16])[C:10]([Cl:15])=[C:11]([CH2:13][OH:14])[CH:12]=1.Cl[Si:18]([C:21]([CH3:24])([CH3:23])[CH3:22])([CH3:20])[CH3:19].N1C=CN=C1. (5) Given the product [F:17][C:18]1[CH:23]=[CH:22][CH:21]=[CH:20][C:19]=1[N:24]1[C:10](=[O:12])[CH2:9][C:8]([C:3]2[CH:4]=[CH:5][CH:6]=[CH:7][C:2]=2[F:1])=[N:25]1, predict the reactants needed to synthesize it. The reactants are: [F:1][C:2]1[CH:7]=[CH:6][CH:5]=[CH:4][C:3]=1[C:8](=O)[CH2:9][C:10]([O:12]CC)=O.Cl.[F:17][C:18]1[CH:23]=[CH:22][CH:21]=[CH:20][C:19]=1[NH:24][NH2:25].